Dataset: Reaction yield outcomes from USPTO patents with 853,638 reactions. Task: Predict the reaction yield, written as a fraction of the theoretical maximum amount of product (1.0 means a 100% yield; for example, 0.34 means a 34% yield). (1) The reactants are [N:1]1[C:6]2[CH2:7][CH2:8][NH:9][CH2:10][C:5]=2[C:4]([NH:11][C:12]2[CH:17]=[CH:16][C:15]([C:18]([F:21])([F:20])[F:19])=[CH:14][CH:13]=2)=[N:3][CH:2]=1.[C:22]1(B(O)O)[CH:27]=[CH:26][CH:25]=[CH:24][CH:23]=1.C(N(CC)CC)C. The catalyst is C1COCC1.CC([O-])=O.CC([O-])=O.[Cu+2]. The product is [F:21][C:18]([F:20])([F:19])[C:15]1[CH:14]=[CH:13][C:12]([NH:11][C:4]2[C:5]3[CH2:10][N:9]([C:22]4[CH:27]=[CH:26][CH:25]=[CH:24][CH:23]=4)[CH2:8][CH2:7][C:6]=3[N:1]=[CH:2][N:3]=2)=[CH:17][CH:16]=1. The yield is 0.0600. (2) The reactants are CN(C(ON1N=NC2C=CC=NC1=2)=[N+](C)C)C.F[P-](F)(F)(F)(F)F.[CH2:25]([O:32][N:33]1[C:39](=[O:40])[N:38]2[CH2:41][C@H:34]1[CH2:35][CH2:36][C@H:37]2[C:42]([NH:44][NH2:45])=[O:43])[C:26]1[CH:31]=[CH:30][CH:29]=[CH:28][CH:27]=1.[NH2:46][C:47](=[O:51])[C:48](O)=[O:49].CCN(C(C)C)C(C)C. The catalyst is CN(C=O)C. The product is [CH2:25]([O:32][N:33]1[C:39](=[O:40])[N:38]2[CH2:41][C@H:34]1[CH2:35][CH2:36][C@H:37]2[C:42]([NH:44][NH:45][C:48](=[O:49])[C:47]([NH2:46])=[O:51])=[O:43])[C:26]1[CH:31]=[CH:30][CH:29]=[CH:28][CH:27]=1. The yield is 0.640. (3) The reactants are [Cl:1][C:2]1[N:3]=[C:4]([Cl:18])[C:5]2[CH2:10][CH2:9][CH:8]([C:11]3[CH:16]=[CH:15][C:14]([F:17])=[CH:13][CH:12]=3)[C:6]=2[N:7]=1.[CH3:19][Si]([N-][Si](C)(C)C)(C)C.[K+].N[C@H](C(O)=O)CCSC.CCOC(C)=O. The catalyst is COCCOC. The product is [Cl:1][C:2]1[N:3]=[C:4]([Cl:18])[C:5]2[CH2:10][CH2:9][C:8]([C:11]3[CH:16]=[CH:15][C:14]([F:17])=[CH:13][CH:12]=3)([CH3:19])[C:6]=2[N:7]=1. The yield is 0.810.